Task: Predict the product of the given reaction.. Dataset: Forward reaction prediction with 1.9M reactions from USPTO patents (1976-2016) (1) Given the reactants [Cl:1][C:2]1[C:9]([CH3:10])=[C:8]([C:11]2[C@@H:12]([O:20][CH3:21])[C@@H:13]3[CH2:18][C@@H:17](O)[CH2:16][N:14]3[N:15]=2)[CH:7]=[CH:6][C:3]=1[C:4]#[N:5].CC(OC(/N=N/C(OC(C)C)=O)=O)C.C1C=CC(P(C2C=CC=CC=2)C2C=CC=CC=2)=CC=1.C[I:56], predict the reaction product. The product is: [Cl:1][C:2]1[C:9]([CH3:10])=[C:8]([C:11]2[C@@H:12]([O:20][CH3:21])[C@@H:13]3[CH2:18][C@H:17]([I:56])[CH2:16][N:14]3[N:15]=2)[CH:7]=[CH:6][C:3]=1[C:4]#[N:5]. (2) Given the reactants [CH2:1]([O:3][C:4]([C:6]1[NH:14][C:13]2[CH:12]=[CH:11][N:10]=[CH:9][C:8]=2[C:7]=1[NH2:15])=[O:5])[CH3:2].[F:16][C:17]1[CH:22]=[C:21]([Si:23]([CH3:26])([CH3:25])[CH3:24])[CH:20]=[CH:19][C:18]=1OS(C(F)(F)F)(=O)=O.CC1(C)C2C(=C(P(C3C=CC=CC=3)C3C=CC=CC=3)C=CC=2)OC2C(P(C3C=CC=CC=3)C3C=CC=CC=3)=CC=CC1=2.C([O-])([O-])=O.[Cs+].[Cs+], predict the reaction product. The product is: [CH2:1]([O:3][C:4]([C:6]1[NH:14][C:13]2[CH:12]=[CH:11][N:10]=[CH:9][C:8]=2[C:7]=1[NH:15][C:18]1[CH:19]=[CH:20][C:21]([Si:23]([CH3:25])([CH3:24])[CH3:26])=[CH:22][C:17]=1[F:16])=[O:5])[CH3:2].